Dataset: Peptide-MHC class I binding affinity with 185,985 pairs from IEDB/IMGT. Task: Regression. Given a peptide amino acid sequence and an MHC pseudo amino acid sequence, predict their binding affinity value. This is MHC class I binding data. (1) The peptide sequence is TFVPIAWAAAY. The MHC is HLA-B40:02 with pseudo-sequence HLA-B40:02. The binding affinity (normalized) is 0.0847. (2) The peptide sequence is TCDGNTFTY. The MHC is HLA-A02:01 with pseudo-sequence HLA-A02:01. The binding affinity (normalized) is 0.0847. (3) The peptide sequence is YMLMGFQLK. The MHC is HLA-A02:16 with pseudo-sequence HLA-A02:16. The binding affinity (normalized) is 0.0847. (4) The peptide sequence is LLGPGRPYR. The MHC is HLA-A03:01 with pseudo-sequence HLA-A03:01. The binding affinity (normalized) is 0.414. (5) The peptide sequence is ILRPLGIEY. The MHC is HLA-B15:01 with pseudo-sequence HLA-B15:01. The binding affinity (normalized) is 0.478.